Dataset: Full USPTO retrosynthesis dataset with 1.9M reactions from patents (1976-2016). Task: Predict the reactants needed to synthesize the given product. (1) Given the product [Br:1][C:2]1[CH:7]=[CH:6][C:5]([CH2:8][C:12]#[N:13])=[CH:4][C:3]=1[CH2:10][CH3:11], predict the reactants needed to synthesize it. The reactants are: [Br:1][C:2]1[CH:7]=[CH:6][C:5]([CH2:8]Cl)=[CH:4][C:3]=1[CH2:10][CH3:11].[C-:12]#[N:13].[K+].C([O-])([O-])=O.[Na+].[Na+]. (2) Given the product [C:1]([O:5][C:6](=[O:18])[NH:7][C:8]1[CH:13]=[CH:12][C:11]([C:24]2[CH:25]=[C:20]([F:19])[CH:21]=[CH:22][C:23]=2[F:26])=[CH:10][C:9]=1[N+:15]([O-:17])=[O:16])([CH3:4])([CH3:3])[CH3:2], predict the reactants needed to synthesize it. The reactants are: [C:1]([O:5][C:6](=[O:18])[NH:7][C:8]1[CH:13]=[CH:12][C:11](I)=[CH:10][C:9]=1[N+:15]([O-:17])=[O:16])([CH3:4])([CH3:3])[CH3:2].[F:19][C:20]1[CH:25]=[CH:24][C:23]([F:26])=[CH:22][C:21]=1B(O)O. (3) Given the product [Br:1][C:2]1[CH:8]=[CH:7][CH:6]=[CH:5][C:3]=1[NH:4][C:16](=[O:21])[C:17]([CH3:20])([CH3:19])[CH3:18], predict the reactants needed to synthesize it. The reactants are: [Br:1][C:2]1[CH:8]=[CH:7][CH:6]=[CH:5][C:3]=1[NH2:4].C(N(CC)CC)C.[C:16](Cl)(=[O:21])[C:17]([CH3:20])([CH3:19])[CH3:18]. (4) Given the product [CH2:1]([O:3][C:4]([C:6]1[N:14]([C:24]2[CH:25]=[CH:26][C:21]([O:20][CH:17]([CH3:19])[CH3:18])=[CH:22][CH:23]=2)[C:13]2[CH:12]=[C:11]([Cl:15])[N:10]=[C:9]([Cl:16])[C:8]=2[CH:7]=1)=[O:5])[CH3:2], predict the reactants needed to synthesize it. The reactants are: [CH2:1]([O:3][C:4]([C:6]1[NH:14][C:13]2[CH:12]=[C:11]([Cl:15])[N:10]=[C:9]([Cl:16])[C:8]=2[CH:7]=1)=[O:5])[CH3:2].[CH:17]([O:20][C:21]1[CH:26]=[CH:25][C:24](B(O)O)=[CH:23][CH:22]=1)([CH3:19])[CH3:18]. (5) Given the product [Cl:1][C:2]1[N:7]=[C:6]([C:8]2[C:16]3[C:11](=[CH:12][CH:13]=[C:14]([C:17]4[O:21][C:20]([NH2:22])=[N:19][N:18]=4)[CH:15]=3)[N:10]([S:32]([C:35]3[CH:41]=[CH:40][C:38]([CH3:39])=[CH:37][CH:36]=3)(=[O:34])=[O:33])[CH:9]=2)[CH:5]=[N:4][CH:3]=1, predict the reactants needed to synthesize it. The reactants are: [Cl:1][C:2]1[N:7]=[C:6]([C:8]2[C:16]3[C:11](=[CH:12][CH:13]=[C:14]([C:17]4[O:21][C:20]([NH:22]CC5C=CC(OC)=CC=5)=[N:19][N:18]=4)[CH:15]=3)[N:10]([S:32]([C:35]3[CH:41]=[CH:40][C:38]([CH3:39])=[CH:37][CH:36]=3)(=[O:34])=[O:33])[CH:9]=2)[CH:5]=[N:4][CH:3]=1.C(O)(C(F)(F)F)=O.